From a dataset of Forward reaction prediction with 1.9M reactions from USPTO patents (1976-2016). Predict the product of the given reaction. (1) Given the reactants C[O:2][C:3]([C:5]1[CH:14]=[C:13]([O:15][CH2:16][C:17](=[O:27])[NH:18][C:19]2[CH:24]=[CH:23][CH:22]=[CH:21][C:20]=2[CH2:25][OH:26])[C:12]2[C:7](=[CH:8][C:9]([Cl:29])=[CH:10][C:11]=2[Cl:28])[CH:6]=1)=[O:4].[Li+].[OH-], predict the reaction product. The product is: [Cl:28][C:11]1[CH:10]=[C:9]([Cl:29])[CH:8]=[C:7]2[C:12]=1[C:13]([O:15][CH2:16][C:17](=[O:27])[NH:18][C:19]1[CH:24]=[CH:23][CH:22]=[CH:21][C:20]=1[CH2:25][OH:26])=[CH:14][C:5]([C:3]([OH:4])=[O:2])=[CH:6]2. (2) The product is: [Cl:1][C:2]1[CH:3]=[C:4]([NH:10][C:11]2[CH:15]=[C:14]([CH3:16])[N:13]([CH3:20])[N:12]=2)[C:5](=[O:9])[N:6]([CH3:8])[N:7]=1. Given the reactants [Cl:1][C:2]1[CH:3]=[C:4]([NH:10][C:11]2[CH:15]=[C:14]([CH3:16])[NH:13][N:12]=2)[C:5](=[O:9])[N:6]([CH3:8])[N:7]=1.[H-].[Na+].I[CH3:20], predict the reaction product. (3) Given the reactants [F:1][C:2]1[C:7]([F:8])=[C:6]([O:9][CH2:10][CH3:11])[CH:5]=[C:4]([CH3:12])[C:3]=1[CH:13]=[CH:14][CH:15]1[CH2:20][CH2:19][CH:18]([CH2:21][CH2:22][CH2:23][CH2:24][CH3:25])[CH2:17][CH2:16]1.[H][H], predict the reaction product. The product is: [F:1][C:2]1[C:7]([F:8])=[C:6]([O:9][CH2:10][CH3:11])[CH:5]=[C:4]([CH3:12])[C:3]=1[CH2:13][CH2:14][CH:15]1[CH2:20][CH2:19][CH:18]([CH2:21][CH2:22][CH2:23][CH2:24][CH3:25])[CH2:17][CH2:16]1. (4) Given the reactants [O:1]1[C:5]2[CH:6]=[CH:7][C:8]([C:10]3[S:11][CH:12]=[C:13]([C:15]([OH:17])=O)[N:14]=3)=[CH:9][C:4]=2[CH2:3][CH2:2]1.[O:18]1[CH2:23][CH2:22][N:21]([CH2:24][C:25]2[CH:34]=[CH:33][C:28]3[N:29]=[C:30]([NH2:32])[S:31][C:27]=3[CH:26]=2)[CH2:20][CH2:19]1.F[P-](F)(F)(F)(F)F.N1(OC(N(C)C)=[N+](C)C)C2C=CC=CC=2N=N1.C(N(CC)C(C)C)(C)C, predict the reaction product. The product is: [O:1]1[C:5]2[CH:6]=[CH:7][C:8]([C:10]3[S:11][CH:12]=[C:13]([C:15]([NH:32][C:30]4[S:31][C:27]5[CH:26]=[C:25]([CH2:24][N:21]6[CH2:22][CH2:23][O:18][CH2:19][CH2:20]6)[CH:34]=[CH:33][C:28]=5[N:29]=4)=[O:17])[N:14]=3)=[CH:9][C:4]=2[CH2:3][CH2:2]1. (5) Given the reactants [C:1]([N:8]1[CH:12]=[CH:11]N=C1)(N1C=CN=C1)=[O:2].C[C:14]1[O:19][C:18]([C:20](O)=O)=[CH:17][C:16](=[O:23])[CH:15]=1.[CH:24]1(N)[CH2:29][CH2:28][CH2:27][CH2:26][CH2:25]1.CN(C)[CH:33]=[O:34], predict the reaction product. The product is: [CH:12]1([NH:8][C:1]([C:14]2[O:19][C:18]([CH3:20])=[CH:17][C:16](=[O:23])[C:15]=2[O:34][CH2:33][C:24]2[CH:29]=[CH:28][CH:27]=[CH:26][CH:25]=2)=[O:2])[CH2:11][CH2:17][CH2:16][CH2:15][CH2:14]1. (6) Given the reactants [NH2:1][C:2]1[CH:3]=[C:4](B(O)O)[CH:5]=[CH:6][CH:7]=1.Br[C:12]1[N:16]2[N:17]=[CH:18][C:19]([C:21]([F:24])([F:23])[F:22])=[N:20][C:15]2=[N:14][CH:13]=1, predict the reaction product. The product is: [F:24][C:21]([F:22])([F:23])[C:19]1[CH:18]=[N:17][N:16]2[C:12]([C:4]3[CH:3]=[C:2]([NH2:1])[CH:7]=[CH:6][CH:5]=3)=[CH:13][N:14]=[C:15]2[N:20]=1. (7) Given the reactants C[O:2][C:3]([C:5]1[N:6]=[CH:7][C:8]2[N:9]([CH:20]=[N:21][CH:22]=2)[C:10]=1[NH:11][C:12]1[CH:17]=[CH:16][C:15]([I:18])=[CH:14][C:13]=1[F:19])=[O:4].[OH-].C[Sn+](C)C, predict the reaction product. The product is: [F:19][C:13]1[CH:14]=[C:15]([I:18])[CH:16]=[CH:17][C:12]=1[NH:11][C:10]1[N:9]2[CH:20]=[N:21][CH:22]=[C:8]2[CH:7]=[N:6][C:5]=1[C:3]([OH:4])=[O:2]. (8) Given the reactants [P:1]([Cl:5])(Cl)([Cl:3])=[O:2].[CH2:6]([OH:11])[CH2:7][CH2:8][CH2:9][OH:10], predict the reaction product. The product is: [P:1]([O:10][CH2:9][CH2:8][CH2:7][CH2:6][O:11][P:1]([Cl:5])([Cl:3])=[O:2])([Cl:5])([Cl:3])=[O:2]. (9) Given the reactants Cl[C:2]([O:4][C:5]1[CH:10]=[CH:9][CH:8]=[CH:7][CH:6]=1)=[O:3].[F:11][C:12]1[CH:13]=[C:14]([S:19]([CH2:22][C:23]2[CH:28]=[C:27]([N:29]3[CH2:34][CH2:33][O:32][CH2:31][C@@H:30]3[CH3:35])[N:26]=[C:25]([C:36]3[CH:42]=[CH:41][C:39]([NH2:40])=[CH:38][CH:37]=3)[N:24]=2)(=[O:21])=[O:20])[CH:15]=[C:16]([F:18])[CH:17]=1.C(=O)([O-])O.[Na+], predict the reaction product. The product is: [F:11][C:12]1[CH:13]=[C:14]([S:19]([CH2:22][C:23]2[CH:28]=[C:27]([N:29]3[CH2:34][CH2:33][O:32][CH2:31][C@@H:30]3[CH3:35])[N:26]=[C:25]([C:36]3[CH:42]=[CH:41][C:39]([NH:40][C:2](=[O:3])[O:4][C:5]4[CH:10]=[CH:9][CH:8]=[CH:7][CH:6]=4)=[CH:38][CH:37]=3)[N:24]=2)(=[O:20])=[O:21])[CH:15]=[C:16]([F:18])[CH:17]=1.